This data is from Retrosynthesis with 50K atom-mapped reactions and 10 reaction types from USPTO. The task is: Predict the reactants needed to synthesize the given product. (1) Given the product Brc1ccc(CN[C@H]2CCCc3ccccc32)cc1, predict the reactants needed to synthesize it. The reactants are: N[C@H]1CCCc2ccccc21.O=Cc1ccc(Br)cc1. (2) Given the product Cc1onc(-c2ccc(F)cc2)c1/C=C\c1cc(C(=O)NC(C)C)n(C)n1, predict the reactants needed to synthesize it. The reactants are: CC(C)N.Cc1onc(-c2ccc(F)cc2)c1/C=C\c1cc(C(=O)O)n(C)n1. (3) The reactants are: Cc1ccc2ccc(C#N)cc2c1.O=C1CCC(=O)N1Br. Given the product N#Cc1ccc2ccc(CBr)cc2c1, predict the reactants needed to synthesize it. (4) Given the product COc1ccncc1-c1cccc2c(N)c3c(nc12)CN(C1CCC1)C3=O, predict the reactants needed to synthesize it. The reactants are: COc1ccncc1B(O)O.Nc1c2c(nc3c(Br)cccc13)CN(C1CCC1)C2=O. (5) Given the product O=Cc1ccccc1OCc1cccc(OCc2ccc3ccccc3n2)c1, predict the reactants needed to synthesize it. The reactants are: ClCc1cccc(OCc2ccc3ccccc3n2)c1.O=Cc1ccccc1O. (6) Given the product COc1ccc2nccc(OC[C@H]3CC[C@H](N)CC3)c2c1, predict the reactants needed to synthesize it. The reactants are: COc1ccc2nccc(OCC3CCC(NC(=O)OC(C)(C)C)CC3)c2c1. (7) Given the product Nc1ccccc1C=O, predict the reactants needed to synthesize it. The reactants are: O=Cc1ccccc1[N+](=O)[O-].